From a dataset of Peptide-MHC class I binding affinity with 185,985 pairs from IEDB/IMGT. Regression. Given a peptide amino acid sequence and an MHC pseudo amino acid sequence, predict their binding affinity value. This is MHC class I binding data. (1) The peptide sequence is QPKKVKRRL. The MHC is HLA-B35:01 with pseudo-sequence HLA-B35:01. The binding affinity (normalized) is 0.0641. (2) The peptide sequence is QLIPCMDVV. The MHC is HLA-A02:01 with pseudo-sequence HLA-A02:01. The binding affinity (normalized) is 0.539. (3) The peptide sequence is IIMRRFFYF. The MHC is HLA-B45:06 with pseudo-sequence HLA-B45:06. The binding affinity (normalized) is 0.213. (4) The peptide sequence is QEGAMHTAL. The MHC is HLA-B40:01 with pseudo-sequence HLA-B40:01. The binding affinity (normalized) is 0.880. (5) The peptide sequence is VSHFYFGAY. The MHC is HLA-A33:01 with pseudo-sequence HLA-A33:01. The binding affinity (normalized) is 0.0732.